Dataset: Peptide-MHC class II binding affinity with 134,281 pairs from IEDB. Task: Regression. Given a peptide amino acid sequence and an MHC pseudo amino acid sequence, predict their binding affinity value. This is MHC class II binding data. (1) The binding affinity (normalized) is 0.0892. The peptide sequence is HPHFPTRYYRITYGE. The MHC is DRB1_0101 with pseudo-sequence DRB1_0101. (2) The peptide sequence is KIDAAFKVAATAAAT. The MHC is HLA-DQA10501-DQB10301 with pseudo-sequence HLA-DQA10501-DQB10301. The binding affinity (normalized) is 0.841. (3) The peptide sequence is LFLHLVGFPTHRHIQ. The MHC is DRB1_0404 with pseudo-sequence DRB1_0404. The binding affinity (normalized) is 1.00. (4) The peptide sequence is DYVVMSAWYKEPN. The MHC is DRB5_0101 with pseudo-sequence DRB5_0101. The binding affinity (normalized) is 0.659. (5) The peptide sequence is ARVTVKDVTFRNITG. The MHC is HLA-DPA10301-DPB10402 with pseudo-sequence HLA-DPA10301-DPB10402. The binding affinity (normalized) is 0.283. (6) The peptide sequence is TLEVHAVKPAAEEVK. The MHC is HLA-DPA10103-DPB10201 with pseudo-sequence HLA-DPA10103-DPB10201. The binding affinity (normalized) is 0.180.